This data is from Forward reaction prediction with 1.9M reactions from USPTO patents (1976-2016). The task is: Predict the product of the given reaction. (1) The product is: [C:1]([O:5][C:6](=[O:20])[NH:7][CH:8]([CH2:13][C:14]1[CH:19]=[CH:18][CH:17]=[CH:16][CH:15]=1)[CH2:9][CH2:10][CH2:11][N:24]1[CH2:23][CH2:22][N:21]([C:27]([CH:29]2[CH2:34][CH2:33][O:32][CH2:31][CH2:30]2)=[O:28])[CH2:26][CH2:25]1)([CH3:4])([CH3:3])[CH3:2]. Given the reactants [C:1]([O:5][C:6](=[O:20])[NH:7][CH:8]([CH2:13][C:14]1[CH:19]=[CH:18][CH:17]=[CH:16][CH:15]=1)[CH2:9][CH2:10][CH:11]=O)([CH3:4])([CH3:3])[CH3:2].[N:21]1([C:27]([CH:29]2[CH2:34][CH2:33][O:32][CH2:31][CH2:30]2)=[O:28])[CH2:26][CH2:25][NH:24][CH2:23][CH2:22]1.[BH-](OC(C)=O)(OC(C)=O)OC(C)=O.[Na+].[OH-].[Na+], predict the reaction product. (2) Given the reactants [Cl:1][C:2]1[C:7]([O:8][CH3:9])=[CH:6][C:5]([O:10][CH3:11])=[C:4]([Cl:12])[C:3]=1[C:13]1[C:14](=[O:34])[N:15]([CH2:25][CH2:26][CH2:27][N:28]2[CH2:33][CH2:32][NH:31][CH2:30][CH2:29]2)[C:16]2[C:21]([CH:22]=1)=[CH:20][N:19]=[C:18]([NH:23][CH3:24])[CH:17]=2.[C:35](Cl)(=[O:38])[CH:36]=[CH2:37].O, predict the reaction product. The product is: [C:35]([N:31]1[CH2:30][CH2:29][N:28]([CH2:27][CH2:26][CH2:25][N:15]2[C:16]3[C:21](=[CH:20][N:19]=[C:18]([NH:23][CH3:24])[CH:17]=3)[CH:22]=[C:13]([C:3]3[C:2]([Cl:1])=[C:7]([O:8][CH3:9])[CH:6]=[C:5]([O:10][CH3:11])[C:4]=3[Cl:12])[C:14]2=[O:34])[CH2:33][CH2:32]1)(=[O:38])[CH:36]=[CH2:37]. (3) Given the reactants [CH:1]1([NH:6][C:7]2[C:12]([CH3:13])=[C:11]([CH3:14])[N:10]=[C:9]([NH:15][CH2:16][C:17]3[CH:22]=[CH:21][CH:20]=[CH:19][N:18]=3)[N:8]=2)[CH2:5][CH2:4][CH2:3][CH2:2]1.[Cl:23][C:24]1C=CC=CC=1N, predict the reaction product. The product is: [Cl:23][C:24]1[CH:2]=[CH:3][CH:4]=[CH:5][C:1]=1[NH:6][C:7]1[C:12]([CH3:13])=[C:11]([CH3:14])[N:10]=[C:9]([NH:15][CH2:16][C:17]2[CH:22]=[CH:21][CH:20]=[CH:19][N:18]=2)[N:8]=1. (4) Given the reactants [Cl:1][C:2]1[CH:3]=[C:4]([CH:18]=[CH:19][CH:20]=1)[CH2:5][NH:6][C:7]([C:9]1[CH:17]=[C:16]2[C:12]([CH:13]=[N:14][NH:15]2)=[CH:11][CH:10]=1)=[O:8].Br[CH2:22][CH2:23][N:24]1[CH:28]=[CH:27][CH:26]=[N:25]1.N1C2C(=CC=CC=2)C=N1, predict the reaction product. The product is: [Cl:1][C:2]1[CH:3]=[C:4]([CH:18]=[CH:19][CH:20]=1)[CH2:5][NH:6][C:7]([C:9]1[CH:10]=[CH:11][C:12]2[C:16]([CH:17]=1)=[N:15][N:14]([CH2:22][CH2:23][N:24]1[CH:28]=[CH:27][CH:26]=[N:25]1)[CH:13]=2)=[O:8].